From a dataset of Peptide-MHC class I binding affinity with 185,985 pairs from IEDB/IMGT. Regression. Given a peptide amino acid sequence and an MHC pseudo amino acid sequence, predict their binding affinity value. This is MHC class I binding data. (1) The binding affinity (normalized) is 0.0847. The peptide sequence is RMFLAMITY. The MHC is HLA-A01:01 with pseudo-sequence HLA-A01:01. (2) The peptide sequence is HLTWSHAGY. The MHC is HLA-B15:01 with pseudo-sequence HLA-B15:01. The binding affinity (normalized) is 0.751. (3) The peptide sequence is ILSCIFAFI. The MHC is HLA-A02:01 with pseudo-sequence HLA-A02:01. The binding affinity (normalized) is 0.945. (4) The binding affinity (normalized) is 0.0847. The peptide sequence is RVRRLNWAA. The MHC is HLA-A11:01 with pseudo-sequence HLA-A11:01. (5) The peptide sequence is YPSLMSRVV. The MHC is HLA-A26:01 with pseudo-sequence HLA-A26:01. The binding affinity (normalized) is 0.0847. (6) The peptide sequence is FSLPAQLL. The MHC is HLA-B58:01 with pseudo-sequence HLA-B58:01. The binding affinity (normalized) is 0.709. (7) The peptide sequence is EFKSRFFVM. The MHC is HLA-B07:02 with pseudo-sequence HLA-B07:02. The binding affinity (normalized) is 0.0847. (8) The peptide sequence is RAMAWTVVNSI. The MHC is HLA-A02:02 with pseudo-sequence HLA-A02:02. The binding affinity (normalized) is 0.603. (9) The MHC is HLA-A26:02 with pseudo-sequence HLA-A26:02. The peptide sequence is TTVDHMAII. The binding affinity (normalized) is 0.770.